From a dataset of Full USPTO retrosynthesis dataset with 1.9M reactions from patents (1976-2016). Predict the reactants needed to synthesize the given product. (1) Given the product [F:14][C:13]([F:16])([F:15])[C:10]1[CH:11]=[CH:12][C:7]([N:4]2[CH:5]=[N:6][C:2]([C:25]3[CH:30]=[CH:29][C:28]([CH2:31][C:32]([O:34][CH3:35])=[O:33])=[CH:27][CH:26]=3)=[N:3]2)=[CH:8][CH:9]=1, predict the reactants needed to synthesize it. The reactants are: Br[C:2]1[N:6]=[CH:5][N:4]([C:7]2[CH:12]=[CH:11][C:10]([C:13]([F:16])([F:15])[F:14])=[CH:9][CH:8]=2)[N:3]=1.CC1(C)C(C)(C)OB([C:25]2[CH:30]=[CH:29][C:28]([CH2:31][C:32]([O:34][CH3:35])=[O:33])=[CH:27][CH:26]=2)O1. (2) Given the product [Cl:1][C:2]1[C:10]2[C:5](=[N:6][CH:7]=[CH:8][C:9]=2[C:27]2[CH:26]=[C:25]([C:13]([CH3:12])([CH2:23][CH3:24])[CH2:14][NH:15][C:16](=[O:22])[O:17][C:18]([CH3:19])([CH3:20])[CH3:21])[CH:30]=[CH:29][CH:28]=2)[NH:4][N:3]=1, predict the reactants needed to synthesize it. The reactants are: [Cl:1][C:2]1[C:10]2[C:5](=[N:6][CH:7]=[CH:8][C:9]=2I)[NH:4][N:3]=1.[CH3:12][C:13]([C:25]1[CH:30]=[CH:29][CH:28]=[C:27](B2OC(C)(C)C(C)(C)O2)[CH:26]=1)([CH2:23][CH3:24])[CH2:14][NH:15][C:16](=[O:22])[O:17][C:18]([CH3:21])([CH3:20])[CH3:19].C([O-])([O-])=O.[Na+].[Na+]. (3) Given the product [CH3:24][O:23][C:21](=[O:22])[CH2:20][C:16]1[CH:17]=[N:18][CH:19]=[C:14]([C:11]2[N:12]=[N:13][C:8]([CH:5]3[CH2:6][CH2:7][CH:2]([O:1][C:31]4[CH:30]=[C:29]([F:32])[CH:28]=[CH:27][C:26]=4[Br:25])[CH2:3][CH2:4]3)=[CH:9][CH:10]=2)[CH:15]=1, predict the reactants needed to synthesize it. The reactants are: [OH:1][CH:2]1[CH2:7][CH2:6][CH:5]([C:8]2[N:13]=[N:12][C:11]([C:14]3[CH:15]=[C:16]([CH2:20][C:21]([O:23][CH3:24])=[O:22])[CH:17]=[N:18][CH:19]=3)=[CH:10][CH:9]=2)[CH2:4][CH2:3]1.[Br:25][C:26]1[CH:31]=[CH:30][C:29]([F:32])=[CH:28][C:27]=1O.